Regression. Given a peptide amino acid sequence and an MHC pseudo amino acid sequence, predict their binding affinity value. This is MHC class II binding data. From a dataset of Peptide-MHC class II binding affinity with 134,281 pairs from IEDB. (1) The peptide sequence is AKPDGKTDCTKEVEE. The MHC is DRB1_1501 with pseudo-sequence DRB1_1501. The binding affinity (normalized) is 0.0257. (2) The peptide sequence is YSIALHPIDEVNMES. The MHC is DRB1_0101 with pseudo-sequence DRB1_0101. The binding affinity (normalized) is 0.512. (3) The peptide sequence is IEPIVATNWQKLEAFWHKHM. The MHC is HLA-DPA10301-DPB10402 with pseudo-sequence HLA-DPA10301-DPB10402. The binding affinity (normalized) is 0.646. (4) The peptide sequence is HPQQFIYAGSLSALL. The MHC is DRB1_0401 with pseudo-sequence DRB1_0401. The binding affinity (normalized) is 0.0396. (5) The peptide sequence is SRTIYRGVSPSTTRLES. The MHC is DRB1_0401 with pseudo-sequence DRB1_0401. The binding affinity (normalized) is 0.438. (6) The peptide sequence is RRTEPAAEGVGAASQDL. The MHC is DRB1_1101 with pseudo-sequence DRB1_1101. The binding affinity (normalized) is 0.278. (7) The peptide sequence is GWLQIVDKIDAAFKI. The MHC is DRB3_0202 with pseudo-sequence DRB3_0202. The binding affinity (normalized) is 0.401.